From a dataset of NCI-60 drug combinations with 297,098 pairs across 59 cell lines. Regression. Given two drug SMILES strings and cell line genomic features, predict the synergy score measuring deviation from expected non-interaction effect. (1) Drug 1: C1=CC(=CC=C1CCCC(=O)O)N(CCCl)CCCl. Drug 2: CC=C1C(=O)NC(C(=O)OC2CC(=O)NC(C(=O)NC(CSSCCC=C2)C(=O)N1)C(C)C)C(C)C. Cell line: T-47D. Synergy scores: CSS=35.8, Synergy_ZIP=3.59, Synergy_Bliss=1.37, Synergy_Loewe=-0.187, Synergy_HSA=3.26. (2) Drug 1: C1=CN(C(=O)N=C1N)C2C(C(C(O2)CO)O)O.Cl. Drug 2: CC12CCC3C(C1CCC2OP(=O)(O)O)CCC4=C3C=CC(=C4)OC(=O)N(CCCl)CCCl.[Na+]. Cell line: LOX IMVI. Synergy scores: CSS=34.0, Synergy_ZIP=-4.73, Synergy_Bliss=-9.33, Synergy_Loewe=-37.5, Synergy_HSA=-7.33. (3) Drug 1: CC1C(C(=O)NC(C(=O)N2CCCC2C(=O)N(CC(=O)N(C(C(=O)O1)C(C)C)C)C)C(C)C)NC(=O)C3=C4C(=C(C=C3)C)OC5=C(C(=O)C(=C(C5=N4)C(=O)NC6C(OC(=O)C(N(C(=O)CN(C(=O)C7CCCN7C(=O)C(NC6=O)C(C)C)C)C)C(C)C)C)N)C. Drug 2: CC1=C(C(=CC=C1)Cl)NC(=O)C2=CN=C(S2)NC3=CC(=NC(=N3)C)N4CCN(CC4)CCO. Cell line: MOLT-4. Synergy scores: CSS=34.3, Synergy_ZIP=-3.35, Synergy_Bliss=-6.63, Synergy_Loewe=-33.7, Synergy_HSA=-15.0. (4) Drug 1: CC1=CC=C(C=C1)C2=CC(=NN2C3=CC=C(C=C3)S(=O)(=O)N)C(F)(F)F. Drug 2: C1=NC2=C(N=C(N=C2N1C3C(C(C(O3)CO)O)F)Cl)N. Cell line: K-562. Synergy scores: CSS=10.7, Synergy_ZIP=-2.50, Synergy_Bliss=-3.31, Synergy_Loewe=-15.9, Synergy_HSA=-6.66.